Dataset: Full USPTO retrosynthesis dataset with 1.9M reactions from patents (1976-2016). Task: Predict the reactants needed to synthesize the given product. Given the product [NH2:14][C:5]1[C:4]([F:18])=[CH:3][C:2]([Cl:1])=[C:7]([NH:8][S:9]([CH2:12][Cl:13])(=[O:11])=[O:10])[CH:6]=1, predict the reactants needed to synthesize it. The reactants are: [Cl:1][C:2]1[C:7]([NH:8][S:9]([CH2:12][Cl:13])(=[O:11])=[O:10])=[CH:6][C:5]([NH:14]C(=O)C)=[C:4]([F:18])[CH:3]=1.[OH-].[Na+].